This data is from Forward reaction prediction with 1.9M reactions from USPTO patents (1976-2016). The task is: Predict the product of the given reaction. (1) Given the reactants [NH2:1][C@H:2]([C:5]1[CH:10]=[CH:9][CH:8]=[CH:7][CH:6]=1)[CH2:3][OH:4].[CH3:11][C@@H:12]([CH2:16][CH:17]=[CH2:18])[C:13](O)=[O:14], predict the reaction product. The product is: [OH:4][CH2:3][C@H:2]([NH:1][C:13](=[O:14])[C@@H:12]([CH3:11])[CH2:16][CH:17]=[CH2:18])[C:5]1[CH:10]=[CH:9][CH:8]=[CH:7][CH:6]=1. (2) Given the reactants [Cl:1][C:2]1[N:3]=[C:4]([Cl:11])[C:5]2[CH:10]=[CH:9][NH:8][C:6]=2[N:7]=1.[CH3:12][C:13]1[CH:18]=[CH:17][C:16]([S:19](Cl)(=[O:21])=[O:20])=[CH:15][CH:14]=1.[OH-].[Na+], predict the reaction product. The product is: [Cl:1][C:2]1[N:3]=[C:4]([Cl:11])[C:5]2[CH:10]=[CH:9][N:8]([S:19]([C:16]3[CH:17]=[CH:18][C:13]([CH3:12])=[CH:14][CH:15]=3)(=[O:21])=[O:20])[C:6]=2[N:7]=1. (3) The product is: [C:1]([NH:4][C:5]1[N:6]=[CH:7][CH:8]=[C:9]2[C:13]([C:14]([C:16]3[C:17]([Cl:26])=[CH:18][C:19]([C:20]([NH:27][CH2:28][CH2:29][O:30][CH2:31][CH2:32][OH:33])=[O:22])=[CH:23][C:24]=3[Cl:25])=[O:15])=[CH:12][NH:11][C:10]=12)(=[O:3])[CH3:2]. Given the reactants [C:1]([NH:4][C:5]1[N:6]=[CH:7][CH:8]=[C:9]2[C:13]([C:14]([C:16]3[C:24]([Cl:25])=[CH:23][C:19]([C:20]([OH:22])=O)=[CH:18][C:17]=3[Cl:26])=[O:15])=[CH:12][NH:11][C:10]=12)(=[O:3])[CH3:2].[NH2:27][CH2:28][CH2:29][O:30][CH2:31][CH2:32][OH:33].C(N=C=NCCCN(C)C)C.ON1C2C=CC=CC=2N=N1, predict the reaction product. (4) Given the reactants [F:1][C:2]1[CH:35]=[CH:34][C:33]([F:36])=[CH:32][C:3]=1[CH2:4][N:5]([CH:29]([CH3:31])[CH3:30])[C:6]([NH:8][C:9]1[CH:14]=[CH:13][C:12]([S:15]([N:18]2[CH2:23][CH2:22][CH:21]([CH:24](OC)[O:25]C)[CH2:20][CH2:19]2)(=[O:17])=[O:16])=[CH:11][CH:10]=1)=[O:7].[I-].[Na+].ClC([SiH3])(Cl)Cl, predict the reaction product. The product is: [F:1][C:2]1[CH:35]=[CH:34][C:33]([F:36])=[CH:32][C:3]=1[CH2:4][N:5]([CH:29]([CH3:31])[CH3:30])[C:6]([NH:8][C:9]1[CH:14]=[CH:13][C:12]([S:15]([N:18]2[CH2:19][CH2:20][CH:21]([CH:24]=[O:25])[CH2:22][CH2:23]2)(=[O:17])=[O:16])=[CH:11][CH:10]=1)=[O:7].